Predict the product of the given reaction. From a dataset of Forward reaction prediction with 1.9M reactions from USPTO patents (1976-2016). (1) Given the reactants [NH2:1][C:2]1[N:7]=[C:6](S(C)=O)[C:5]([C:11]#[N:12])=[C:4]([C:13]2S[CH:15]=[CH:16][CH:17]=2)[N:3]=1.Cl.[C:19]([C:22]1[CH:29]=[CH:28][C:25]([CH2:26][NH2:27])=[CH:24][CH:23]=1)([CH3:21])=[CH2:20].C1CCN2C(=NCCC2)CC1.[OH2:41], predict the reaction product. The product is: [NH2:1][C:2]1[N:3]=[C:4]([C:13]2[O:41][CH:15]=[CH:16][CH:17]=2)[C:5]([C:11]#[N:12])=[C:6]([NH:27][CH2:26][C:25]2[CH:24]=[CH:23][C:22]([C:19]([CH3:21])=[CH2:20])=[CH:29][CH:28]=2)[N:7]=1. (2) Given the reactants [F:1][C:2]1[CH:7]=[C:6]([F:8])[C:5]([F:9])=[CH:4][C:3]=1[C:10](=[O:12])[CH3:11].[Br:13]Br, predict the reaction product. The product is: [Br:13][CH2:11][C:10]([C:3]1[CH:4]=[C:5]([F:9])[C:6]([F:8])=[CH:7][C:2]=1[F:1])=[O:12]. (3) The product is: [CH2:20]([NH:27][C@@H:5]([C:14]1[CH:15]=[CH:16][CH:17]=[CH:18][CH:19]=1)/[CH:6]=[CH:7]/[C:8]1[CH:9]=[CH:10][CH:11]=[CH:12][CH:13]=1)[C:21]1[CH:26]=[CH:25][CH:24]=[CH:23][CH:22]=1. Given the reactants C(O[CH:5]([C:14]1[CH:19]=[CH:18][CH:17]=[CH:16][CH:15]=1)[CH:6]=[CH:7][C:8]1[CH:13]=[CH:12][CH:11]=[CH:10][CH:9]=1)(=O)C.[CH2:20]([NH2:27])[C:21]1[CH:26]=[CH:25][CH:24]=[CH:23][CH:22]=1, predict the reaction product.